This data is from Peptide-MHC class I binding affinity with 185,985 pairs from IEDB/IMGT. The task is: Regression. Given a peptide amino acid sequence and an MHC pseudo amino acid sequence, predict their binding affinity value. This is MHC class I binding data. The peptide sequence is AYISSEFTTPV. The MHC is Patr-A0901 with pseudo-sequence Patr-A0901. The binding affinity (normalized) is 1.00.